This data is from Reaction yield outcomes from USPTO patents with 853,638 reactions. The task is: Predict the reaction yield, written as a fraction of the theoretical maximum amount of product (1.0 means a 100% yield; for example, 0.34 means a 34% yield). The reactants are C[O:2][C:3]1[CH:8]=[CH:7][C:6]([P:9](=[O:27])([C:19]2[CH:24]=[CH:23][C:22]([O:25]C)=[CH:21][CH:20]=2)[C:10]2[CH:15]=[C:14]([CH3:16])[C:13]([CH3:17])=[CH:12][C:11]=2[CH3:18])=[CH:5][CH:4]=1.Br.[K+].[Br-].S([O-])([O-])=O.[Na+].[Na+].CBr. No catalyst specified. The product is [OH:2][C:3]1[CH:8]=[CH:7][C:6]([P:9](=[O:27])([C:19]2[CH:20]=[CH:21][C:22]([OH:25])=[CH:23][CH:24]=2)[C:10]2[CH:15]=[C:14]([CH3:16])[C:13]([CH3:17])=[CH:12][C:11]=2[CH3:18])=[CH:5][CH:4]=1. The yield is 0.689.